Dataset: CYP2C9 inhibition data for predicting drug metabolism from PubChem BioAssay. Task: Regression/Classification. Given a drug SMILES string, predict its absorption, distribution, metabolism, or excretion properties. Task type varies by dataset: regression for continuous measurements (e.g., permeability, clearance, half-life) or binary classification for categorical outcomes (e.g., BBB penetration, CYP inhibition). Dataset: cyp2c9_veith. (1) The compound is COC(=O)[C@@]1(Cc2ccc(F)cc2)[C@H]2c3cc(C(=O)N4CCCC4)n(Cc4ccc(Cl)c(C(F)(F)F)c4)c3C[C@H]2CN1C(=O)c1ccccc1. The result is 1 (inhibitor). (2) The compound is O=C(Nc1ccccc1)N1CCC2(CC1)CCN(C(=O)c1cccc(F)c1)CC2. The result is 0 (non-inhibitor).